The task is: Predict the reactants needed to synthesize the given product.. This data is from Full USPTO retrosynthesis dataset with 1.9M reactions from patents (1976-2016). Given the product [C:45]([NH:49][S:50]([C:53]1[CH:58]=[CH:57][CH:56]=[CH:55][C:54]=1[C:59]1[CH:60]=[CH:61][C:62]([NH:65][C:66](=[O:70])[C:67]([NH:24][CH2:23][C:22]2[CH:25]=[CH:26][CH:27]=[C:20]([C:17]3[N:16]=[C:15]([CH3:14])[O:19][N:18]=3)[CH:21]=2)=[O:68])=[CH:63][CH:64]=1)(=[O:52])=[O:51])([CH3:48])([CH3:46])[CH3:47], predict the reactants needed to synthesize it. The reactants are: Cl.CN(C)CCCN=C=NCC.Cl.[CH3:14][C:15]1[O:19][N:18]=[C:17]([C:20]2[CH:21]=[C:22]([CH:25]=[CH:26][CH:27]=2)[CH2:23][NH2:24])[N:16]=1.CN1CCOCC1.ON1C2C=CC=CC=2N=N1.[C:45]([NH:49][S:50]([C:53]1[CH:58]=[CH:57][CH:56]=[CH:55][C:54]=1[C:59]1[CH:64]=[CH:63][C:62]([NH:65][C:66](=[O:70])[C:67](O)=[O:68])=[CH:61][CH:60]=1)(=[O:52])=[O:51])([CH3:48])([CH3:47])[CH3:46].